Dataset: Full USPTO retrosynthesis dataset with 1.9M reactions from patents (1976-2016). Task: Predict the reactants needed to synthesize the given product. (1) Given the product [Cl:4][C:5]1[N:6]=[C:7]([CH3:12])[N:8]=[C:9]([NH2:1])[CH:10]=1, predict the reactants needed to synthesize it. The reactants are: [NH3:1].CO.[Cl:4][C:5]1[CH:10]=[C:9](Cl)[N:8]=[C:7]([CH3:12])[N:6]=1. (2) The reactants are: [CH2:1]([OH:4])[CH2:2][OH:3].[H-].[Na+].[N+:7]([C:10]1[CH:11]=[C:12]([CH:15]=[CH:16][CH:17]=1)[CH2:13]Br)([O-:9])=[O:8].P([O-])([O-])([O-])=O. Given the product [N+:7]([C:10]1[CH:11]=[C:12]([CH2:13][O:3][CH2:2][CH2:1][OH:4])[CH:15]=[CH:16][CH:17]=1)([O-:9])=[O:8], predict the reactants needed to synthesize it. (3) The reactants are: [F:1][C:2]1[CH:7]=[CH:6][C:5]([NH:8][C:9]([C:11]2[O:15][C:14]([CH3:16])=[N:13][C:12]=2[CH3:17])=[O:10])=[CH:4][C:3]=1[C:18]1[N:19]=[C:20]2[N:25]=[CH:24][C:23]([CH:26]3[CH2:31][CH2:30][NH:29][CH2:28][CH2:27]3)=[CH:22][N:21]2[CH:32]=1.[OH:33][CH2:34][C:35](O)=[O:36]. Given the product [F:1][C:2]1[CH:7]=[CH:6][C:5]([NH:8][C:9]([C:11]2[O:15][C:14]([CH3:16])=[N:13][C:12]=2[CH3:17])=[O:10])=[CH:4][C:3]=1[C:18]1[N:19]=[C:20]2[N:25]=[CH:24][C:23]([CH:26]3[CH2:27][CH2:28][N:29]([C:34](=[O:33])[CH2:35][OH:36])[CH2:30][CH2:31]3)=[CH:22][N:21]2[CH:32]=1, predict the reactants needed to synthesize it. (4) Given the product [Cl:1][C:2]1[CH:7]=[CH:6][C:5]([C:8]([F:10])([F:11])[F:9])=[CH:4][C:3]=1[O:12][CH:14]([CH2:26][CH2:27][CH2:28][CH3:29])[CH2:15][CH2:16][N:17]([CH3:25])[C:18](=[O:24])[O:19][C:20]([CH3:21])([CH3:22])[CH3:23], predict the reactants needed to synthesize it. The reactants are: [Cl:1][C:2]1[CH:7]=[CH:6][C:5]([C:8]([F:11])([F:10])[F:9])=[CH:4][C:3]=1[OH:12].O[CH:14]([CH2:26][CH2:27][CH2:28][CH3:29])[CH2:15][CH2:16][N:17]([CH3:25])[C:18](=[O:24])[O:19][C:20]([CH3:23])([CH3:22])[CH3:21]. (5) Given the product [CH2:1]([O:3][C:4]([C:6]1[C:7]([O:24][CH3:25])=[C:8]2[N:13]([CH:14]=1)[N:12]=[CH:11][N:10]=[C:9]2[NH:31][C:30]1[CH:32]=[CH:33][C:27]([Br:26])=[CH:28][C:29]=1[F:34])=[O:5])[CH3:2], predict the reactants needed to synthesize it. The reactants are: [CH2:1]([O:3][C:4]([C:6]1[C:7]([O:24][CH3:25])=[C:8]2[N:13]([CH:14]=1)[N:12]=[CH:11][N:10]=[C:9]2NC1C=CC(C)=C(O)C=1)=[O:5])[CH3:2].[Br:26][C:27]1[CH:33]=[CH:32][C:30]([NH2:31])=[C:29]([F:34])[CH:28]=1. (6) Given the product [F:1][CH:2]([F:12])[O:3][C:4]1[CH:11]=[CH:10][C:7]([CH:8]2[N:13]([C:14]3[N:15]=[N:16][C:17]([CH3:20])=[CH:18][CH:19]=3)[C:24](=[O:23])[C:25]([OH:38])=[C:26]2[C:27](=[O:28])[C:29]2[CH:30]=[CH:31][C:32]([CH:35]([CH3:36])[CH3:37])=[CH:33][CH:34]=2)=[CH:6][CH:5]=1, predict the reactants needed to synthesize it. The reactants are: [F:1][CH:2]([F:12])[O:3][C:4]1[CH:11]=[CH:10][C:7]([CH:8]=O)=[CH:6][CH:5]=1.[NH2:13][C:14]1[N:15]=[N:16][C:17]([CH3:20])=[CH:18][CH:19]=1.C([O:23][C:24](=O)[C:25]([OH:38])=[CH:26][C:27]([C:29]1[CH:34]=[CH:33][C:32]([CH:35]([CH3:37])[CH3:36])=[CH:31][CH:30]=1)=[O:28])C. (7) Given the product [Br:13][C:9]1[N:8]=[C:7]([C:14]2([OH:18])[CH2:17][CH2:16][CH2:15]2)[CH:12]=[CH:11][CH:10]=1, predict the reactants needed to synthesize it. The reactants are: C([Li])CCC.Br[C:7]1[CH:12]=[CH:11][CH:10]=[C:9]([Br:13])[N:8]=1.[C:14]1(=[O:18])[CH2:17][CH2:16][CH2:15]1.[NH4+].[Cl-]. (8) Given the product [CH3:12][N:10]([CH3:11])[C:8]([C:7]1[CH:13]=[CH:14][C:4]([C:1]2[O:3][N:26]=[C:25]([C:28]([OH:30])=[O:29])[CH:2]=2)=[CH:5][CH:6]=1)=[O:9], predict the reactants needed to synthesize it. The reactants are: [C:1]([C:4]1[CH:14]=[CH:13][C:7]([C:8]([N:10]([CH3:12])[CH3:11])=[O:9])=[CH:6][CH:5]=1)(=[O:3])[CH3:2].ClC1C=C(C2O[N:26]=[C:25]([C:28]([OH:30])=[O:29])C=2)C=CC=1F.